From a dataset of Catalyst prediction with 721,799 reactions and 888 catalyst types from USPTO. Predict which catalyst facilitates the given reaction. (1) Reactant: O=C1C2C(=CC=CC=2)C(=O)[N:3]1[CH2:12][C:13]([O:15][C:16]([CH3:47])([CH3:46])[CH2:17][N:18]1[C:30]2[C:29]3[CH:28]=[CH:27][CH:26]=[CH:25][C:24]=3[N:23]=[C:22]([N:31]3C(=O)C4C(=CC=CC=4)C3=O)[C:21]=2[N:20]=[C:19]1[CH2:42][O:43][CH2:44][CH3:45])=[O:14].NN.O.Cl. Product: [NH2:3][CH2:12][C:13]([O:15][C:16]([CH3:46])([CH3:47])[CH2:17][N:18]1[C:30]2[C:29]3[CH:28]=[CH:27][CH:26]=[CH:25][C:24]=3[N:23]=[C:22]([NH2:31])[C:21]=2[N:20]=[C:19]1[CH2:42][O:43][CH2:44][CH3:45])=[O:14]. The catalyst class is: 168. (2) Reactant: [CH2:1]([C:3]1[CH:8]=[CH:7][CH:6]=[CH:5][C:4]=1[CH2:9][CH2:10][C:11]([OH:13])=O)[CH3:2].S(Cl)([Cl:16])=O. Product: [CH2:1]([C:3]1[CH:8]=[CH:7][CH:6]=[CH:5][C:4]=1[CH2:9][CH2:10][C:11]([Cl:16])=[O:13])[CH3:2]. The catalyst class is: 11. (3) Reactant: [N:1]1[N:2]([C:6]2[CH:41]=[CH:40][CH:39]=[CH:38][C:7]=2[C:8]([N:10]2[C@H:15]([CH3:16])[CH2:14][CH2:13][C@@H:12]([O:17][C:18]3[CH:23]=[C:22]([C:24]([OH:37])([CH3:36])[C:25](P(=O)(OCC)OCC)([F:27])[F:26])[CH:21]=[CH:20][N:19]=3)[CH2:11]2)=[O:9])[N:3]=[CH:4][CH:5]=1.C[O-].[Na+].CO. Product: [F:27][CH:25]([F:26])[C:24]([C:22]1[CH:21]=[CH:20][N:19]=[C:18]([O:17][C@@H:12]2[CH2:13][CH2:14][C@@H:15]([CH3:16])[N:10]([C:8]([C:7]3[CH:38]=[CH:39][CH:40]=[CH:41][C:6]=3[N:2]3[N:3]=[CH:4][CH:5]=[N:1]3)=[O:9])[CH2:11]2)[CH:23]=1)([OH:37])[CH3:36]. The catalyst class is: 1.